Predict the reaction yield, written as a fraction of the theoretical maximum amount of product (1.0 means a 100% yield; for example, 0.34 means a 34% yield). From a dataset of Reaction yield outcomes from USPTO patents with 853,638 reactions. (1) The reactants are CN(C)/[CH:3]=[CH:4]/[C:5]1[C:15]([N+:16]([O-])=O)=[CH:14][C:13]([N+:19]([O-])=O)=[CH:12][C:6]=1[C:7]([O:9][CH2:10][CH3:11])=[O:8].Cl[Sn]Cl. The catalyst is C(O)C. The product is [NH2:19][C:13]1[CH:12]=[C:6]([C:7]([O:9][CH2:10][CH3:11])=[O:8])[C:5]2[CH:4]=[CH:3][NH:16][C:15]=2[CH:14]=1. The yield is 0.400. (2) The yield is 0.580. The reactants are CI.[C:3]([C:5]1[CH:10]=[CH:9][CH:8]=[CH:7][C:6]=1[C:11]1[CH:16]=[CH:15][C:14]([CH2:17][NH:18][C:19]2[C:29]([NH:30][C:31]([NH:33][CH2:34][CH3:35])=S)=[CH:28][CH:27]=[CH:26][C:20]=2[C:21]([O:23][CH2:24][CH3:25])=[O:22])=[CH:13][CH:12]=1)#[N:4].Cl. The catalyst is C(O)C. The product is [C:3]([C:5]1[CH:10]=[CH:9][CH:8]=[CH:7][C:6]=1[C:11]1[CH:16]=[CH:15][C:14]([CH2:17][N:18]2[C:19]3[C:20]([C:21]([O:23][CH2:24][CH3:25])=[O:22])=[CH:26][CH:27]=[CH:28][C:29]=3[N:30]=[C:31]2[NH:33][CH2:34][CH3:35])=[CH:13][CH:12]=1)#[N:4]. (3) The reactants are C(OC([N:8]1[CH:12]=[C:11]([CH2:13][CH2:14][O:15][C:16]2[CH:25]=[CH:24][C:23]3[C:22](=[O:26])[CH2:21][CH2:20][CH2:19][C:18]=3[CH:17]=2)[N:10]=[CH:9]1)=O)(C)(C)C.[CH:27](=O)[C:28]1[CH:33]=[CH:32][CH:31]=[CH:30][CH:29]=1. The catalyst is [OH-].[K+].CCO. The product is [CH:27](=[C:21]1[CH2:20][CH2:19][C:18]2[C:23](=[CH:24][CH:25]=[C:16]([O:15][CH2:14][CH2:13][C:11]3[N:10]=[CH:9][NH:8][CH:12]=3)[CH:17]=2)[C:22]1=[O:26])[C:28]1[CH:33]=[CH:32][CH:31]=[CH:30][CH:29]=1. The yield is 0.460. (4) The reactants are [CH2:1]([O:3][C:4](=[O:14])[CH2:5][C:6]1[CH:11]=[CH:10][C:9]([NH:12][CH3:13])=[CH:8][CH:7]=1)[CH3:2].[CH3:15][S:16](Cl)(=[O:18])=[O:17]. The catalyst is N1C=CC=CC=1. The product is [CH2:1]([O:3][C:4](=[O:14])[CH2:5][C:6]1[CH:11]=[CH:10][C:9]([N:12]([S:16]([CH3:15])(=[O:18])=[O:17])[CH3:13])=[CH:8][CH:7]=1)[CH3:2]. The yield is 0.780.